Dataset: Catalyst prediction with 721,799 reactions and 888 catalyst types from USPTO. Task: Predict which catalyst facilitates the given reaction. (1) Reactant: [Cl:1][C:2]1[CH:3]=[C:4]([NH:9][C:10]([NH:12][C:13](=[O:20])[C:14]2[CH:19]=[CH:18][CH:17]=[CH:16][CH:15]=2)=[S:11])[CH:5]=[C:6]([Cl:8])[CH:7]=1.I[CH2:22]I.C(N(CC)CC)C. Product: [Cl:1][C:2]1[CH:3]=[C:4]([N:9]2[CH2:22][S:11]/[C:10]/2=[N:12]\[C:13](=[O:20])[C:14]2[CH:15]=[CH:16][CH:17]=[CH:18][CH:19]=2)[CH:5]=[C:6]([Cl:8])[CH:7]=1. The catalyst class is: 21. (2) Reactant: [C:1]12([CH2:11][C:12]([NH:14][C:15]3[C:24]([Cl:25])=[CH:23][CH:22]=[C:21]4[C:16]=3[CH:17]=[CH:18][C:19](Cl)=[N:20]4)=[O:13])[CH2:10][CH:5]3[CH2:6][CH:7]([CH2:9][CH:3]([CH2:4]3)[CH2:2]1)[CH2:8]2.C(=O)([O-])[O-].[K+].[K+].[NH2:33][CH2:34][CH2:35][NH:36][CH2:37][CH2:38][OH:39]. Product: [ClH:25].[ClH:25].[C:1]12([CH2:11][C:12]([NH:14][C:15]3[C:24]([Cl:25])=[CH:23][CH:22]=[C:21]4[C:16]=3[CH:17]=[CH:18][C:19]([NH:33][CH2:34][CH2:35][NH:36][CH2:37][CH2:38][OH:39])=[N:20]4)=[O:13])[CH2:10][CH:5]3[CH2:4][CH:3]([CH2:9][CH:7]([CH2:6]3)[CH2:8]1)[CH2:2]2. The catalyst class is: 60. (3) Reactant: [Br:1][C:2]1[CH:3]=[C:4]2[CH:10]=[CH:9][NH:8][C:5]2=[N:6][CH:7]=1.[CH3:11][O:12][C:13](=[O:25])[NH:14][C:15]1[CH:20]=[CH:19][C:18]([F:21])=[C:17]([CH:22]=[O:23])[C:16]=1[F:24].CO.[OH-].[K+]. Product: [CH3:11][O:12][C:13](=[O:25])[NH:14][C:15]1[CH:20]=[CH:19][C:18]([F:21])=[C:17]([CH:22]([C:10]2[C:4]3[C:5](=[N:6][CH:7]=[C:2]([Br:1])[CH:3]=3)[NH:8][CH:9]=2)[OH:23])[C:16]=1[F:24]. The catalyst class is: 6.